From a dataset of Experimentally validated miRNA-target interactions with 360,000+ pairs, plus equal number of negative samples. Binary Classification. Given a miRNA mature sequence and a target amino acid sequence, predict their likelihood of interaction. (1) The miRNA is mmu-miR-374c-5p with sequence AUAAUACAACCUGCUAAGUG. The protein sequence of the target gene is MKAPAVLAPGILVLLFTFVQKSNGECKEALVKSRMNVNMQYQLPNFTAETSIQNVVLHKHHIYLGAINYIYVLNDKDLQKVAEYKTGPVLEHPDCFPCQDCSHKANLSGGVWKDNINMALLVDTYYDDQLISCGSVHRGTCQRHVLPPNNTADIESEVHCMYSPQADEETNQCPDCVVSALGTKVLLSEKDRFINFFVGNTINSSYLPDYILHSISVRRLKETQDGFKFLTDQSYIDVLPELRDSYPIKYVHAFESNHFIYFLTVQRETLDAQTFHTRIIRFCSADSGLHSYMEMPLECI.... Result: 0 (no interaction). (2) The miRNA is hsa-miR-7108-3p with sequence ACCCGCCCGUCUCCCCACAG. The protein sequence of the target gene is MEGTAVAVFEILRFLIIHWKCDIDVSKGALLEGQLVISIEGLNSKHQANALHCVTTVASAGSLFGGMVLKKFLKEIQSILPGISAKLTWTSEEGSYSQDMTGVTPFQMIFEVDEKPRTLMTDCLVIKHFLRKIIMVHPKVRFHFSVKVNGILSTEIFGVENEPTLNLGNGIALLVDSQHYVRPNFGTIESHCSRIHPVLGHPVMLFIPEDVAGMDLLGELILTPAAALCPSPKVSSNQLNRISSVSIFLYGPLGLPLILSTWEQPMTTFFKDTSSLVDWKKYHLCMIPNLDLNLDRDLVL.... Result: 1 (interaction). (3) The miRNA is dre-miR-9-5p with sequence UCUUUGGUUAUCUAGCUGUAUGA. The protein sequence of the target gene is MVSHGSSPSLLEALSSDFLACKICLEQLRAPKTLPCLHTYCQDCLAQLADGGRVRCPECRETVPVPPEGVASFKTNFFVNGLLDLVKARACGDLRAGKPACALCPLVGGTSTGGPATARCLDCADDLCQACADGHRCTRQTHTHRVVDLVGYRAGWYDEEARERQAAQCPQHPGEALRFLCQPCSQLLCRECRLDPHLDHPCLPLAEAVRARRPGLEGLLAGVDNNLVELEAARRVEKEALARLREQAARVGTQVEEAAEGVLRALLAQKQEVLGQLRAHVEAAEEAARERLAELEGREQ.... Result: 0 (no interaction). (4) The miRNA is hsa-miR-16-5p with sequence UAGCAGCACGUAAAUAUUGGCG. The protein sequence of the target gene is MARISFSYLCPASWYFTVPTVSPFLRQRVAFLGLFFISCLLLLMLIIDFRHWSASLPRDRQYERYLARVGELEATDTEDPNLNYGLVVDCGSSGSRIFVYFWPRHNGNPHDLLDIKQMRDRNSQPVVKKIKPGISAMADTPEHASDYLRPLLSFAAAHVPVKKHKETPLYILCTAGMRLLPERKQLAILADLVKDLPLEFDFLFSQSQAEVISGKQEGVYAWIGINFVLGRFDHEDESDAEATQELAAGRRRTVGILDMGGASLQIAYEVPTSTSVLPAKQEEAAKILLAEFNLGCDVQH.... Result: 1 (interaction). (5) The miRNA is rno-miR-204-5p with sequence UUCCCUUUGUCAUCCUAUGCCU. The protein sequence of the target gene is MASETHNVKKRNFCNKIEDHFIDLPRKKISNFTNKNMKEVKKSPKQLAAYINRTVGQTVKSPDKLRKVIYRRKKVHHPFPNPCYRKKQSPGSGGCDMANKENELACAGHLPEKLHHDSRTYLVNSSDSGSSQTESPSSKYSGFFSEVSQDHETMAQVLFSRNMRLNVALTFWRKRSISELVAYLLRIEDLGVVVDCLPVLTNCLQEEKQYISLGCCVDLLPLVKSLLKSKFEEYVIVGLNWLQAVIKRWWSELSSKTEIINDGNIQILKQQLSGLWEQENHLTLVPGYTGNIAKDVDAYL.... Result: 0 (no interaction). (6) The miRNA is hsa-miR-8077 with sequence GGCUGAGUGGGGUUCUGACUCC. The protein sequence of the target gene is MPARGGSARPGRGALKPVSVTLLPDTEQPPFLGRARRPGNARAGSLVTGYHEVGQMPAPLSRKIGQKKQRLADSEQQQTPKERLLSTPGLRRSIYFSSPEDHSGRLGPEFFDQPAVTLARAFLGQVLVRRLADGTELRGRIVETEAYLGPEDEAAHSRGGRQTPRNRGMFMKPGTLYVYLIYGMYFCLNVSSQGAGACVLLRALEPLEGLETMRQLRNSLRKSTVGRSLKDRELCSGPSKLCQALAIDKSFDQRDLAQDDAVWLEHGPLESSSPAVVVAAARIGIGHAGEWTQKPLRFYV.... Result: 0 (no interaction). (7) The miRNA is hsa-miR-6499-5p with sequence UCGGGCGCAAGAGCACUGCAGU. The protein sequence of the target gene is MHPAGLAAAAAGTPRLRKWPSKRRIPVSQPGMADPHQLFDDTSSAQSRGYGAQRAPGGLSYPAASPTPHAAFLADPVSNMAMAYGSSLAAQGKELVDKNIDRFIPITKLKYYFAVDTMYVGRKLGLLFFPYLHQDWEVQYQQDTPVAPRFDVNAPDLYIPAMAFITYVLVAGLALGTQDRFSPDLLGLQASSALAWLTLEVLAILLSLYLVTVNTDLTTIDLVAFLGYKYVGMIGGVLMGLLFGKIGYYLVLGWCCVAIFVFMIRTLRLKILADAAAEGVPVRGARNQLRMYLTMAVAAA.... Result: 1 (interaction). (8) Result: 0 (no interaction). The protein sequence of the target gene is MLLRLVGAAGSRALAWPFSKLWRCGGCAGSGGTVWSSVRACGIALQGHLGRCSQQLALQGKLTSFSPRLYSKPPRGFEKFFKNKKNRKSASPGNSVPPKKEPKNAGPGGDGGNRGGKGDDFPWWKRMQKGEFPWDDKDFRSLAVLGAGVAAGFLYFYFRDPGKEITWKHFVQYYLARGLVDRLEVVNKQFVRVIPVPGTTSERFVWFNIGSVDTFERNLESAQWELGIEPTNQAAVVYTTESDGSFLRSLVPTLVLVSILLYAMRRGPMGTGRGGRGGGLFSVGETTAKILKNNIDVRFA.... The miRNA is hsa-miR-140-3p with sequence UACCACAGGGUAGAACCACGG. (9) The miRNA is hsa-miR-4710 with sequence GGGUGAGGGCAGGUGGUU. The protein sequence of the target gene is MAVPWEEYFRLALQEKLSTKLPEQAEDHVPPVLRLLEKRQELVDADQALQAQKEVFRTKTAALKQRWEQLEQKERELKGSFIRFDKFLQDSEARRNRALRRAAEERHQAGRREVEALRLWTQLQELRREHARLQRRLKRLEPCARLLEQALELLPGFQEVPELVARFDGLAETQAALRLREREQLAELEAARARLQQLRDAWPDEVLAQGQRRAQLQERLEAARERTLQWESKWIQIQNTAAEKTLLLGRSRMAVLNLFQLVCQHQGQPPTLDIEDTEGQLEHVKLFMQDLSAMLAGLGQ.... Result: 0 (no interaction). (10) The protein sequence of the target gene is MSESWQQPPQTQPQQPQAPQPQHHAETPPALAEHTLPPGSAENPLGCAVYGILLQPDPGLQPPQHAPLQAGEPGPKCGVCGHDLAHLSSPHEHQCLAGHDRSFQCTQCLKIFHQATDLLEHQCVQAEQKPFVCGVCKMGFSLLTSLAQHHSSHTGMVKCSICDKTYKPAEAAEPATTTAPSLPSAPPPANIAPVEQPEKPYSCPVCQKPFKHLSELSRHERIHTGEKPYKCTLCDKSFSQSSHLVHHKRTHSSERPYKCAVCEKTFKHRSHLVRHMYAHSGEHHLFRCNVCELHFKESSE.... Result: 0 (no interaction). The miRNA is mmu-miR-30e-5p with sequence UGUAAACAUCCUUGACUGGAAG.